From a dataset of Cav3 T-type calcium channel HTS with 100,875 compounds. Binary Classification. Given a drug SMILES string, predict its activity (active/inactive) in a high-throughput screening assay against a specified biological target. (1) The molecule is o1c(Cn2[n+](c(cc2C)C)C)ccc1C(OC)=O. The result is 0 (inactive). (2) The compound is S(=O)(=O)(Cc1c(cccc1)C)c1nc2c(nc1)cccc2. The result is 0 (inactive). (3) The molecule is Clc1cc2nc(sc2cc1)SCC(=O)Nc1nc(cc(n1)C)C. The result is 0 (inactive). (4) The drug is O1C2C(C(C1C=C2)C(O)=O)C(=O)Nc1c(OC)cccc1. The result is 0 (inactive). (5) The result is 0 (inactive). The drug is O(c1c(NC(=O)C[n+]2c(cccc2)C)ccc([N+]([O-])=O)c1)C.